This data is from Forward reaction prediction with 1.9M reactions from USPTO patents (1976-2016). The task is: Predict the product of the given reaction. Given the reactants [CH3:1][O:2][C:3]1[CH:4]=[C:5]2[C:10](=[CH:11][C:12]=1[O:13][CH3:14])[N:9]=[CH:8][CH:7]=[C:6]2[O:15][C:16]1[C:22]([CH3:23])=[CH:21][C:19]([NH2:20])=[C:18]([CH3:24])[CH:17]=1.Cl[C:26](Cl)([O:28][C:29](=[O:35])OC(Cl)(Cl)Cl)Cl.[CH:37]1(CO)[CH2:43][CH2:42][CH2:41][CH2:40][CH2:39][CH2:38]1.C(=O)(O)[O-].[Na+], predict the reaction product. The product is: [CH3:1][O:2][C:3]1[CH:4]=[C:5]2[C:10](=[CH:11][C:12]=1[O:13][CH3:14])[N:9]=[CH:8][CH:7]=[C:6]2[O:15][C:16]1[C:22]([CH3:23])=[CH:21][C:19]([NH:20][C:29](=[O:35])[O:28][CH2:26][CH:37]2[CH2:43][CH2:42][CH2:41][CH2:40][CH2:39][CH2:38]2)=[C:18]([CH3:24])[CH:17]=1.